Predict the reactants needed to synthesize the given product. From a dataset of Full USPTO retrosynthesis dataset with 1.9M reactions from patents (1976-2016). (1) Given the product [O:35]1[C:39]2([CH2:44][CH2:43][N:42]([C:2]3[CH:7]=[CH:6][C:5]([N:8]4[C:13](=[O:14])[C:12]([CH2:15][C:16]5[CH:21]=[CH:20][C:19]([C:22]6[C:23]([C:28]#[N:29])=[CH:24][CH:25]=[CH:26][CH:27]=6)=[CH:18][CH:17]=5)=[C:11]([CH2:30][CH2:31][CH3:32])[N:10]=[C:9]4[CH2:33][CH3:34])=[CH:4][CH:3]=3)[CH2:41][CH2:40]2)[O:38][CH2:37][CH2:36]1, predict the reactants needed to synthesize it. The reactants are: Br[C:2]1[CH:7]=[CH:6][C:5]([N:8]2[C:13](=[O:14])[C:12]([CH2:15][C:16]3[CH:21]=[CH:20][C:19]([C:22]4[C:23]([C:28]#[N:29])=[CH:24][CH:25]=[CH:26][CH:27]=4)=[CH:18][CH:17]=3)=[C:11]([CH2:30][CH2:31][CH3:32])[N:10]=[C:9]2[CH2:33][CH3:34])=[CH:4][CH:3]=1.[O:35]1[C:39]2([CH2:44][CH2:43][NH:42][CH2:41][CH2:40]2)[O:38][CH2:37][CH2:36]1.CC(C)([O-])C.[Na+]. (2) The reactants are: [Br:1][C:2]1[CH:3]=[CH:4][C:5]([C:8]([F:13])([F:12])[C:9]([OH:11])=O)=[N:6][CH:7]=1.P(Cl)(Cl)(Cl)=O.Cl.[NH2:20][CH2:21][C:22]1[CH:23]=[C:24]2[C:28](=[CH:29][CH:30]=1)[C:27](=[O:31])[N:26]([CH:32]1[CH2:37][CH2:36][C:35](=[O:38])[NH:34][C:33]1=[O:39])[CH2:25]2.C(=O)(O)[O-].[Na+]. Given the product [Br:1][C:2]1[CH:3]=[CH:4][C:5]([C:8]([F:13])([F:12])[C:9]([NH:20][CH2:21][C:22]2[CH:23]=[C:24]3[C:28](=[CH:29][CH:30]=2)[C:27](=[O:31])[N:26]([CH:32]2[CH2:37][CH2:36][C:35](=[O:38])[NH:34][C:33]2=[O:39])[CH2:25]3)=[O:11])=[N:6][CH:7]=1, predict the reactants needed to synthesize it. (3) Given the product [N:17]1[CH:18]=[CH:19][CH:20]=[C:15]([CH2:14][NH:13][C:10]2[CH:11]=[CH:12][C:7]([C:6]([NH:5][C@H:4]([C:3]([NH2:33])=[O:32])[CH2:28][CH2:29][S:30][CH3:31])=[O:27])=[C:8]([C:21]3[CH:26]=[CH:25][CH:24]=[CH:23][CH:22]=3)[CH:9]=2)[CH:16]=1, predict the reactants needed to synthesize it. The reactants are: CO[C:3](=[O:32])[C@H:4]([CH2:28][CH2:29][S:30][CH3:31])[NH:5][C:6](=[O:27])[C:7]1[CH:12]=[CH:11][C:10]([NH:13][CH2:14][C:15]2[CH:16]=[N:17][CH:18]=[CH:19][CH:20]=2)=[CH:9][C:8]=1[C:21]1[CH:26]=[CH:25][CH:24]=[CH:23][CH:22]=1.[NH3:33]. (4) Given the product [N:31]1[C:32]2[C:27](=[CH:26][C:25]([CH2:24][N:21]3[C:19]4[N:20]=[C:15]([C:13]5[CH:12]=[N:11][N:10]([CH2:9][CH2:8][OH:7])[CH:14]=5)[N:16]=[CH:17][C:18]=4[N:23]=[N:22]3)=[CH:34][CH:33]=2)[CH:28]=[CH:29][CH:30]=1, predict the reactants needed to synthesize it. The reactants are: O1CCCCC1[O:7][CH2:8][CH2:9][N:10]1[CH:14]=[C:13]([C:15]2[N:16]=[CH:17][C:18]3[N:23]=[N:22][N:21]([CH2:24][C:25]4[CH:26]=[C:27]5[C:32](=[CH:33][CH:34]=4)[N:31]=[CH:30][CH:29]=[CH:28]5)[C:19]=3[N:20]=2)[CH:12]=[N:11]1.CC1C=CC(S(O)(=O)=O)=CC=1.O. (5) Given the product [CH3:21][S:18]([NH:17][C:13]1[CH:12]=[C:11]([C:8]2[CH:9]=[C:10]3[C:2]([C:39]4[CH:38]=[N:37][N:36]([CH2:35][C:34]5[CH:50]=[CH:51][CH:52]=[C:32]([N+:29]([O-:31])=[O:30])[CH:33]=5)[CH:40]=4)=[CH:3][N:4]([C:22]([O:24][C:25]([CH3:28])([CH3:27])[CH3:26])=[O:23])[C:5]3=[N:6][CH:7]=2)[CH:16]=[CH:15][CH:14]=1)(=[O:20])=[O:19], predict the reactants needed to synthesize it. The reactants are: I[C:2]1[C:10]2[C:5](=[N:6][CH:7]=[C:8]([C:11]3[CH:16]=[CH:15][CH:14]=[C:13]([NH:17][S:18]([CH3:21])(=[O:20])=[O:19])[CH:12]=3)[CH:9]=2)[N:4]([C:22]([O:24][C:25]([CH3:28])([CH3:27])[CH3:26])=[O:23])[CH:3]=1.[N+:29]([C:32]1[CH:33]=[C:34]([CH:50]=[CH:51][CH:52]=1)[CH2:35][N:36]1[CH:40]=[C:39](B2OC(C)(C)C(C)(C)O2)[CH:38]=[N:37]1)([O-:31])=[O:30].C(=O)([O-])[O-].[Na+].[Na+]. (6) The reactants are: [OH:1][CH2:2][CH2:3][CH2:4][NH:5][C:6](=[O:12])[O:7][C:8]([CH3:11])([CH3:10])[CH3:9].C([O-])(O)=O.[Na+].CC1(C)N([O])C(C)(C)CCC1.ClN1C(=O)CCC1=O. Given the product [O:1]=[CH:2][CH2:3][CH2:4][NH:5][C:6](=[O:12])[O:7][C:8]([CH3:10])([CH3:9])[CH3:11], predict the reactants needed to synthesize it.